Task: Regression. Given a peptide amino acid sequence and an MHC pseudo amino acid sequence, predict their binding affinity value. This is MHC class II binding data.. Dataset: Peptide-MHC class II binding affinity with 134,281 pairs from IEDB (1) The peptide sequence is LLHKFCYELSKPHMV. The MHC is H-2-IAb with pseudo-sequence H-2-IAb. The binding affinity (normalized) is 0.797. (2) The peptide sequence is WARMILMTHFFSVLIARDQLEQ. The MHC is DRB1_1101 with pseudo-sequence DRB1_1101. The binding affinity (normalized) is 0. (3) The peptide sequence is FEERDAVLLGGSSDNEFVKL. The MHC is HLA-DQA10301-DQB10302 with pseudo-sequence HLA-DQA10301-DQB10302. The binding affinity (normalized) is 0.304. (4) The binding affinity (normalized) is 0.397. The MHC is DRB3_0101 with pseudo-sequence DRB3_0101. The peptide sequence is MSQIMYNYPAMRAHA. (5) The peptide sequence is AATQARAAAAAFEAA. The MHC is DRB1_0301 with pseudo-sequence DRB1_0301. The binding affinity (normalized) is 0.121. (6) The peptide sequence is MVGTILEMLGTRLDQ. The MHC is DRB1_1501 with pseudo-sequence DRB1_1501. The binding affinity (normalized) is 0.709. (7) The peptide sequence is LQSLGAEIAVEQAAL. The MHC is DRB1_1001 with pseudo-sequence DRB1_1001. The binding affinity (normalized) is 1.00. (8) The peptide sequence is GHAYLLLPNTESARK. The MHC is DRB1_0701 with pseudo-sequence DRB1_0701. The binding affinity (normalized) is 0.260.